This data is from Forward reaction prediction with 1.9M reactions from USPTO patents (1976-2016). The task is: Predict the product of the given reaction. Given the reactants [Cl:1][C:2]1[CH:7]=[CH:6][C:5]([CH:8]([C:32]2[CH:37]=[CH:36][C:35]([Cl:38])=[CH:34][CH:33]=2)[C:9]2[CH:10]=[C:11]3[C:16](=[CH:17][CH:18]=2)[N:15]=[CH:14][N:13]=[C:12]3[NH:19][CH2:20][CH2:21][C:22]2[CH:23]=[C:24]([CH:29]=[CH:30][CH:31]=2)[C:25]([O:27]C)=[O:26])=[CH:4][CH:3]=1.[OH-].[Na+], predict the reaction product. The product is: [Cl:38][C:35]1[CH:36]=[CH:37][C:32]([CH:8]([C:5]2[CH:4]=[CH:3][C:2]([Cl:1])=[CH:7][CH:6]=2)[C:9]2[CH:10]=[C:11]3[C:16](=[CH:17][CH:18]=2)[N:15]=[CH:14][N:13]=[C:12]3[NH:19][CH2:20][CH2:21][C:22]2[CH:23]=[C:24]([CH:29]=[CH:30][CH:31]=2)[C:25]([OH:27])=[O:26])=[CH:33][CH:34]=1.